Task: Predict the reactants needed to synthesize the given product.. Dataset: Full USPTO retrosynthesis dataset with 1.9M reactions from patents (1976-2016) (1) Given the product [CH3:10][O:9][C:8]1[CH:11]=[CH:12][C:4]([C:3]([O:2][CH3:1])=[O:13])=[CH:5][C:6]=1[O:7][CH2:26][C:27]([F:30])([F:29])[F:28], predict the reactants needed to synthesize it. The reactants are: [CH3:1][O:2][C:3](=[O:13])[C:4]1[CH:12]=[CH:11][C:8]([O:9][CH3:10])=[C:6]([OH:7])[CH:5]=1.C(=O)([O-])[O-].O([CH2:26][C:27]([F:30])([F:29])[F:28])S(C(F)(F)F)(=O)=O. (2) Given the product [F:11][C:3]1[CH:4]=[CH:5][C:6]([C:8]([OH:10])=[O:9])=[N:7][C:2]=1[C:18]1[CH:17]=[C:16]([O:19][CH2:20][CH2:21][CH3:22])[CH:15]=[CH:14][C:13]=1[F:12], predict the reactants needed to synthesize it. The reactants are: Br[C:2]1[N:7]=[C:6]([C:8]([OH:10])=[O:9])[CH:5]=[CH:4][C:3]=1[F:11].[F:12][C:13]1[CH:18]=[CH:17][C:16]([O:19][CH2:20][CH2:21][CH3:22])=[CH:15][C:14]=1B(O)O. (3) Given the product [C:29]1([CH3:39])[CH:30]=[CH:31][C:32]([S:35]([OH:38])(=[O:36])=[O:37])=[CH:33][CH:34]=1.[NH2:1][C:2]1[N:7]2[CH:8]=[C:9]([CH2:11][CH2:12][CH3:13])[N:10]=[C:6]2[C:5]([C:14]([NH:16][CH2:17][CH:18]2[CH2:19][CH2:20][N:21]([CH2:24][CH2:25][CH2:26][CH3:27])[CH2:22][CH2:23]2)=[O:15])=[CH:4][C:3]=1[Cl:28], predict the reactants needed to synthesize it. The reactants are: [NH2:1][C:2]1[N:7]2[CH:8]=[C:9]([CH2:11][CH2:12][CH3:13])[N:10]=[C:6]2[C:5]([C:14]([NH:16][CH2:17][CH:18]2[CH2:23][CH2:22][N:21]([CH2:24][CH2:25][CH2:26][CH3:27])[CH2:20][CH2:19]2)=[O:15])=[CH:4][C:3]=1[Cl:28].[C:29]1([CH3:39])[CH:34]=[CH:33][C:32]([S:35]([OH:38])(=[O:37])=[O:36])=[CH:31][CH:30]=1. (4) Given the product [CH3:11][N:12]([CH:14]=[C:4]1[C:5](=[O:8])[CH2:6][CH2:7][N:2]([CH3:1])[CH2:3]1)[CH3:13], predict the reactants needed to synthesize it. The reactants are: [CH3:1][N:2]1[CH2:7][CH2:6][C:5](=[O:8])[CH2:4][CH2:3]1.CO[CH:11](OC)[N:12]([CH3:14])[CH3:13].C([O-])([O-])=O.[K+].[K+].CO.